From a dataset of Reaction yield outcomes from USPTO patents with 853,638 reactions. Predict the reaction yield, written as a fraction of the theoretical maximum amount of product (1.0 means a 100% yield; for example, 0.34 means a 34% yield). (1) The reactants are [CH3:1][O:2][C:3]([C:5]1([C:8]2[CH:13]=[CH:12][CH:11]=[CH:10][CH:9]=2)[CH2:7][CH2:6]1)=[O:4].[Cl:14][S:15](O)(=[O:17])=[O:16]. No catalyst specified. The product is [CH3:1][O:2][C:3]([C:5]1([C:8]2[CH:13]=[CH:12][C:11]([S:15]([Cl:14])(=[O:17])=[O:16])=[CH:10][CH:9]=2)[CH2:7][CH2:6]1)=[O:4]. The yield is 0.570. (2) The reactants are [CH3:1][N:2]([CH3:23])[C:3]1[CH:4]=[CH:5][C:6]([C:13]2[S:14][C:15]3[CH:21]([OH:22])[CH2:20][CH2:19][CH2:18][C:16]=3[N:17]=2)=[C:7]([CH:12]=1)[C:8](OC)=[O:9].[H-].[H-].[H-].[H-].[Li+].[Al+3]. The catalyst is C1COCC1. The product is [CH3:1][N:2]([CH3:23])[C:3]1[CH:4]=[CH:5][C:6]([C:13]2[S:14][C:15]3[CH:21]([OH:22])[CH2:20][CH2:19][CH2:18][C:16]=3[N:17]=2)=[C:7]([CH2:8][OH:9])[CH:12]=1. The yield is 0.360. (3) The reactants are S(C1C=CC(C)=CC=1)([O-])(=O)=O.[NH2:12][C@H:13]([C:24]1[CH:29]=[CH:28][CH:27]=[CH:26][CH:25]=1)[C:14]([O:16][CH2:17][C:18]1[CH:23]=[CH:22][CH:21]=[CH:20][CH:19]=1)=[O:15].[P:30](Cl)(Cl)(=[O:42])[O:31][C:32]1[C:41]2[C:36](=[CH:37][CH:38]=[CH:39][CH:40]=2)[CH:35]=[CH:34][CH:33]=1.C(Cl)[Cl:46]. No catalyst specified. The product is [Cl:46][C:33]1[CH:34]=[CH:35][C:36]2[C:41](=[CH:40][CH:39]=[CH:38][CH:37]=2)[C:32]=1[O:31][P:30](=[N:12][C@H:13]([C:24]1[CH:29]=[CH:28][CH:27]=[CH:26][CH:25]=1)[C:14]([O:16][CH2:17][C:18]1[CH:23]=[CH:22][CH:21]=[CH:20][CH:19]=1)=[O:15])=[O:42]. The yield is 0.720.